Task: Predict the product of the given reaction.. Dataset: Forward reaction prediction with 1.9M reactions from USPTO patents (1976-2016) (1) Given the reactants [F:1][C:2]1[C:8]([Cl:9])=[CH:7][CH:6]=[CH:5][C:3]=1[NH2:4].[C:10]([CH2:18][C:19]([O:21][CH2:22][CH3:23])=[O:20])(=O)[C:11]1[CH:16]=[CH:15][CH:14]=[CH:13][CH:12]=1.C1(C)C=CC(S(O)(=O)=O)=CC=1.C1(C)C=CC=CC=1, predict the reaction product. The product is: [CH2:22]([O:21][C:19](=[O:20])[CH:18]=[C:10]([NH:4][C:3]1[CH:5]=[CH:6][CH:7]=[C:8]([Cl:9])[C:2]=1[F:1])[C:11]1[CH:16]=[CH:15][CH:14]=[CH:13][CH:12]=1)[CH3:23]. (2) Given the reactants Cl[C:2]1[C:7]([I:8])=[C:6]([C:9]([F:12])([F:11])[F:10])[N:5]=[C:4]([S:13][CH3:14])[N:3]=1.[C:15](#[N:18])CC, predict the reaction product. The product is: [C:15]([C:2]1[C:7]([I:8])=[C:6]([C:9]([F:12])([F:11])[F:10])[N:5]=[C:4]([S:13][CH3:14])[N:3]=1)#[N:18]. (3) Given the reactants [CH:1]1([CH2:4][O:5][C:6]2[CH:11]=[CH:10][C:9](B(O)O)=[CH:8][CH:7]=2)[CH2:3][CH2:2]1.[Cl:15][C:16]1[N:21]=[C:20](Cl)[N:19]=[C:18]([O:23][CH3:24])[N:17]=1.C(=O)([O-])[O-].[Na+].[Na+].O, predict the reaction product. The product is: [Cl:15][C:16]1[N:21]=[C:20]([C:9]2[CH:10]=[CH:11][C:6]([O:5][CH2:4][CH:1]3[CH2:3][CH2:2]3)=[CH:7][CH:8]=2)[N:19]=[C:18]([O:23][CH3:24])[N:17]=1. (4) Given the reactants [NH2:1][C:2]1[CH:3]=[C:4]([CH:17]=[CH:18][CH:19]=1)[CH2:5][C:6]1[C:15]2[C:10](=[CH:11][CH:12]=[CH:13][CH:14]=2)[C:9](=[O:16])[NH:8][N:7]=1.[C:20]1([C:26]([CH2:34][CH2:35][CH3:36])([CH2:30][C:31](O)=[O:32])[C:27](O)=[O:28])[CH:25]=[CH:24][CH:23]=[CH:22][CH:21]=1, predict the reaction product. The product is: [O:16]=[C:9]1[C:10]2[C:15](=[CH:14][CH:13]=[CH:12][CH:11]=2)[C:6]([CH2:5][C:4]2[CH:3]=[C:2]([N:1]3[C:31](=[O:32])[CH2:30][C:26]([C:20]4[CH:21]=[CH:22][CH:23]=[CH:24][CH:25]=4)([CH2:34][CH2:35][CH3:36])[C:27]3=[O:28])[CH:19]=[CH:18][CH:17]=2)=[N:7][NH:8]1.